From a dataset of Forward reaction prediction with 1.9M reactions from USPTO patents (1976-2016). Predict the product of the given reaction. (1) Given the reactants [Br:1][C:2]1[C:7]([O:8][CH3:9])=[CH:6][N:5]=[C:4](Cl)[CH:3]=1.S([O:16][CH3:17])(OC)(=O)=O.C(#N)C.C([O-])(O)=O.[Na+], predict the reaction product. The product is: [Br:1][C:2]1[C:7]([O:8][CH3:9])=[CH:6][N:5]([CH3:4])[C:17](=[O:16])[CH:3]=1. (2) Given the reactants [CH3:1][O:2][C:3]1[CH:4]=[C:5]([CH:17]=[CH:18][CH:19]=1)[CH2:6][N:7]([CH3:16])[CH2:8][C:9]([C:11]1[CH:15]=[CH:14][S:13][CH:12]=1)=O.COC1C=[C:24]([CH:28]=[CH:29][CH:30]=1)[CH2:25][NH:26][CH3:27].Br[CH2:32]C(C1C=CSC=1)=O, predict the reaction product. The product is: [CH3:16][N:7]1[CH2:8][CH:9]([C:11]2[CH:15]=[CH:14][S:13][CH:12]=2)[C:17]2[C:5](=[CH:4][C:3]([O:2][CH2:1][CH2:32][CH2:27][N:26]3[CH2:25][CH2:24][CH2:28][CH2:29][CH2:30]3)=[CH:19][CH:18]=2)[CH2:6]1. (3) The product is: [Cl:5][C:6]1[CH:14]=[CH:13][C:9]([C:10]([O:12][CH2:15][C:16]2[CH:21]=[CH:20][CH:19]=[CH:18][CH:17]=2)=[O:11])=[CH:8][N:7]=1. Given the reactants S(Cl)(Cl)=O.[Cl:5][C:6]1[CH:14]=[CH:13][C:9]([C:10]([OH:12])=[O:11])=[CH:8][N:7]=1.[CH2:15](O)[C:16]1[CH:21]=[CH:20][CH:19]=[CH:18][CH:17]=1.Cl, predict the reaction product. (4) Given the reactants Cl[C:2]1[N:7]=[C:6]([O:8][CH3:9])[N:5]=[C:4]([NH:10][CH2:11][CH2:12][C:13]2[CH:18]=[CH:17][C:16]([F:19])=[C:15]([F:20])[CH:14]=2)[CH:3]=1.C([C:23]1[CH:24]=[C:25](B(O)O)[CH:26]=[CH:27][CH:28]=1)#N.C([O-])([O-])=[O:33].[Cs+].[Cs+], predict the reaction product. The product is: [F:20][C:15]1[CH:14]=[C:13]([CH2:12][CH2:11][NH:10][C:4]2[N:5]=[C:6]([O:8][CH3:9])[N:7]=[C:2]([C:23]3[CH:24]=[C:25]([OH:33])[CH:26]=[CH:27][CH:28]=3)[CH:3]=2)[CH:18]=[CH:17][C:16]=1[F:19]. (5) The product is: [N:1]1[CH:6]=[CH:5][CH:4]=[CH:3][C:2]=1[CH2:7][CH:8]1[C:17](=[O:18])[C:16]2[C:11](=[CH:12][CH:13]=[C:14]([C:19]3[CH:24]=[CH:23][C:22]([O:25][C:26]([F:29])([F:27])[F:28])=[CH:21][CH:20]=3)[CH:15]=2)[O:10][CH2:9]1. Given the reactants [N:1]1[CH:6]=[CH:5][CH:4]=[CH:3][C:2]=1[CH:7]=[C:8]1[C:17](=[O:18])[C:16]2[C:11](=[CH:12][CH:13]=[C:14]([C:19]3[CH:24]=[CH:23][C:22]([O:25][C:26]([F:29])([F:28])[F:27])=[CH:21][CH:20]=3)[CH:15]=2)[O:10][CH2:9]1.[H][H], predict the reaction product. (6) Given the reactants [C:1]([N:4]1[C:13]2[C:8](=[CH:9][C:10]([C:14]3[CH:19]=[CH:18][C:17]([CH2:20][C:21](O)=[O:22])=[CH:16][CH:15]=3)=[CH:11][CH:12]=2)[C@H:7]([NH:24][C:25]2[CH:30]=[CH:29][C:28]([C:31]#[N:32])=[CH:27][N:26]=2)[CH2:6][C@@H:5]1[CH3:33])(=[O:3])[CH3:2].[Li].[CH2:35]([CH2:37][NH2:38])[OH:36].CN(C(ON1N=NC2C=CC=NC1=2)=[N+](C)C)C.F[P-](F)(F)(F)(F)F.CCN(C(C)C)C(C)C, predict the reaction product. The product is: [C:1]([N:4]1[C:13]2[C:8](=[CH:9][C:10]([C:14]3[CH:15]=[CH:16][C:17]([CH2:20][C:21]([NH:38][CH2:37][CH2:35][OH:36])=[O:22])=[CH:18][CH:19]=3)=[CH:11][CH:12]=2)[C@H:7]([NH:24][C:25]2[CH:30]=[CH:29][C:28]([C:31]#[N:32])=[CH:27][N:26]=2)[CH2:6][C@@H:5]1[CH3:33])(=[O:3])[CH3:2]. (7) Given the reactants C([N:8]1[CH2:13][CH2:12][NH:11][C@H:10]([CH2:14][OH:15])[CH2:9]1)C1C=CC=CC=1.[H][H].[CH3:30][C:29]([O:28][C:26](O[C:26]([O:28][C:29]([CH3:32])([CH3:31])[CH3:30])=[O:27])=[O:27])([CH3:32])[CH3:31], predict the reaction product. The product is: [OH:15][CH2:14][C@H:10]1[NH:11][CH2:12][CH2:13][N:8]([C:26]([O:28][C:29]([CH3:30])([CH3:31])[CH3:32])=[O:27])[CH2:9]1.